From a dataset of Forward reaction prediction with 1.9M reactions from USPTO patents (1976-2016). Predict the product of the given reaction. Given the reactants I[C:2]1[CH:7]=[CH:6][N:5]=[C:4]([NH2:8])[CH:3]=1.[C:9]1([CH:15]2[O:19][CH:18]=[N:17][CH2:16]2)[CH:14]=[CH:13][CH:12]=[CH:11][CH:10]=1.CNC1CCCCC1NC.C(=O)([O-])[O-:31].[K+].[K+], predict the reaction product. The product is: [NH2:8][C:4]1[CH:3]=[C:2]([N:17]2[CH:16]=[C:15]([C:9]3[CH:10]=[CH:11][CH:12]=[CH:13][CH:14]=3)[O:19][C:18]2=[O:31])[CH:7]=[CH:6][N:5]=1.